Dataset: Forward reaction prediction with 1.9M reactions from USPTO patents (1976-2016). Task: Predict the product of the given reaction. Given the reactants [F:1][C:2]1[CH:18]=[CH:17][C:5]([CH2:6][O:7][C:8]2[CH:13]=[CH:12][N:11]=[CH:10][C:9]=2[N+:14]([O-])=O)=[CH:4][CH:3]=1.[CH3:19][C:20]([Mg]Br)=[CH:21][CH3:22].[Cl-].[NH4+], predict the reaction product. The product is: [F:1][C:2]1[CH:18]=[CH:17][C:5]([CH2:6][O:7][C:8]2[CH:13]=[CH:12][N:11]=[C:10]3[C:20]([CH3:19])=[C:21]([CH3:22])[NH:14][C:9]=23)=[CH:4][CH:3]=1.